This data is from NCI-60 drug combinations with 297,098 pairs across 59 cell lines. The task is: Regression. Given two drug SMILES strings and cell line genomic features, predict the synergy score measuring deviation from expected non-interaction effect. (1) Drug 1: CNC(=O)C1=CC=CC=C1SC2=CC3=C(C=C2)C(=NN3)C=CC4=CC=CC=N4. Drug 2: C(=O)(N)NO. Cell line: SK-OV-3. Synergy scores: CSS=0.0335, Synergy_ZIP=1.56, Synergy_Bliss=1.60, Synergy_Loewe=0.770, Synergy_HSA=-0.725. (2) Drug 2: CC(C)(C#N)C1=CC=C(C=C1)N2C3=C4C=C(C=CC4=NC=C3N(C2=O)C)C5=CC6=CC=CC=C6N=C5. Cell line: OVCAR3. Synergy scores: CSS=64.6, Synergy_ZIP=-1.84, Synergy_Bliss=-2.57, Synergy_Loewe=-8.73, Synergy_HSA=8.45. Drug 1: C1=C(C(=O)NC(=O)N1)F. (3) Synergy scores: CSS=76.1, Synergy_ZIP=4.05, Synergy_Bliss=4.52, Synergy_Loewe=2.60, Synergy_HSA=6.70. Drug 1: CCCS(=O)(=O)NC1=C(C(=C(C=C1)F)C(=O)C2=CNC3=C2C=C(C=N3)C4=CC=C(C=C4)Cl)F. Cell line: HT29. Drug 2: CCC1=CC2CC(C3=C(CN(C2)C1)C4=CC=CC=C4N3)(C5=C(C=C6C(=C5)C78CCN9C7C(C=CC9)(C(C(C8N6C)(C(=O)OC)O)OC(=O)C)CC)OC)C(=O)OC.C(C(C(=O)O)O)(C(=O)O)O. (4) Drug 1: CNC(=O)C1=NC=CC(=C1)OC2=CC=C(C=C2)NC(=O)NC3=CC(=C(C=C3)Cl)C(F)(F)F. Drug 2: CCCCC(=O)OCC(=O)C1(CC(C2=C(C1)C(=C3C(=C2O)C(=O)C4=C(C3=O)C=CC=C4OC)O)OC5CC(C(C(O5)C)O)NC(=O)C(F)(F)F)O. Cell line: NCI-H522. Synergy scores: CSS=57.1, Synergy_ZIP=0.0430, Synergy_Bliss=-4.67, Synergy_Loewe=-20.2, Synergy_HSA=-4.02. (5) Drug 1: CCCCC(=O)OCC(=O)C1(CC(C2=C(C1)C(=C3C(=C2O)C(=O)C4=C(C3=O)C=CC=C4OC)O)OC5CC(C(C(O5)C)O)NC(=O)C(F)(F)F)O. Drug 2: CC(C)(C#N)C1=CC(=CC(=C1)CN2C=NC=N2)C(C)(C)C#N. Cell line: HL-60(TB). Synergy scores: CSS=49.0, Synergy_ZIP=0.231, Synergy_Bliss=0.266, Synergy_Loewe=1.36, Synergy_HSA=1.76. (6) Drug 1: CC1=C2C(C(=O)C3(C(CC4C(C3C(C(C2(C)C)(CC1OC(=O)C(C(C5=CC=CC=C5)NC(=O)C6=CC=CC=C6)O)O)OC(=O)C7=CC=CC=C7)(CO4)OC(=O)C)O)C)OC(=O)C. Drug 2: CS(=O)(=O)CCNCC1=CC=C(O1)C2=CC3=C(C=C2)N=CN=C3NC4=CC(=C(C=C4)OCC5=CC(=CC=C5)F)Cl. Cell line: M14. Synergy scores: CSS=49.9, Synergy_ZIP=0.189, Synergy_Bliss=5.40, Synergy_Loewe=-6.75, Synergy_HSA=6.70. (7) Drug 1: CC(C1=C(C=CC(=C1Cl)F)Cl)OC2=C(N=CC(=C2)C3=CN(N=C3)C4CCNCC4)N. Drug 2: CS(=O)(=O)C1=CC(=C(C=C1)C(=O)NC2=CC(=C(C=C2)Cl)C3=CC=CC=N3)Cl. Cell line: OVCAR-4. Synergy scores: CSS=2.52, Synergy_ZIP=-0.853, Synergy_Bliss=0.184, Synergy_Loewe=-0.822, Synergy_HSA=-1.26.